From a dataset of TCR-epitope binding with 47,182 pairs between 192 epitopes and 23,139 TCRs. Binary Classification. Given a T-cell receptor sequence (or CDR3 region) and an epitope sequence, predict whether binding occurs between them. The epitope is GTSGSPIIDK. The TCR CDR3 sequence is CASSRGLNYEQYF. Result: 1 (the TCR binds to the epitope).